From a dataset of Forward reaction prediction with 1.9M reactions from USPTO patents (1976-2016). Predict the product of the given reaction. Given the reactants [CH:1]1([N:5]2[CH2:10][CH2:9][CH:8]([CH2:11][CH:12]3[CH2:17][CH2:16][NH:15][CH2:14][CH2:13]3)[CH2:7][CH2:6]2)[CH2:4][CH2:3][CH2:2]1.Br[C:19]1[CH:20]=[N:21][C:22]([C:25]([F:28])([F:27])[F:26])=[N:23][CH:24]=1.C1(P(C2CCCCC2)C2C=CC=CC=2C2C=CC=CC=2N(C)C)CCCCC1.CC(C)([O-])C.[Na+], predict the reaction product. The product is: [CH:1]1([N:5]2[CH2:6][CH2:7][CH:8]([CH2:11][CH:12]3[CH2:17][CH2:16][N:15]([C:19]4[CH:20]=[N:21][C:22]([C:25]([F:28])([F:27])[F:26])=[N:23][CH:24]=4)[CH2:14][CH2:13]3)[CH2:9][CH2:10]2)[CH2:4][CH2:3][CH2:2]1.